The task is: Regression. Given a peptide amino acid sequence and an MHC pseudo amino acid sequence, predict their binding affinity value. This is MHC class I binding data.. This data is from Peptide-MHC class I binding affinity with 185,985 pairs from IEDB/IMGT. The peptide sequence is LTARGLLNM. The MHC is Mamu-A01 with pseudo-sequence Mamu-A01. The binding affinity (normalized) is 0.523.